From a dataset of NCI-60 drug combinations with 297,098 pairs across 59 cell lines. Regression. Given two drug SMILES strings and cell line genomic features, predict the synergy score measuring deviation from expected non-interaction effect. (1) Drug 1: CNC(=O)C1=CC=CC=C1SC2=CC3=C(C=C2)C(=NN3)C=CC4=CC=CC=N4. Drug 2: C1=NC2=C(N=C(N=C2N1C3C(C(C(O3)CO)O)F)Cl)N. Cell line: MCF7. Synergy scores: CSS=20.9, Synergy_ZIP=-0.344, Synergy_Bliss=4.13, Synergy_Loewe=-2.66, Synergy_HSA=3.84. (2) Drug 1: CCCS(=O)(=O)NC1=C(C(=C(C=C1)F)C(=O)C2=CNC3=C2C=C(C=N3)C4=CC=C(C=C4)Cl)F. Drug 2: C1=CC(=CC=C1CC(C(=O)O)N)N(CCCl)CCCl.Cl. Cell line: UACC62. Synergy scores: CSS=44.1, Synergy_ZIP=-0.775, Synergy_Bliss=-1.58, Synergy_Loewe=-13.3, Synergy_HSA=0.754. (3) Drug 1: C1=CN(C=N1)CC(O)(P(=O)(O)O)P(=O)(O)O. Drug 2: C(CN)CNCCSP(=O)(O)O. Cell line: A549. Synergy scores: CSS=5.50, Synergy_ZIP=-3.92, Synergy_Bliss=-3.36, Synergy_Loewe=-2.39, Synergy_HSA=-1.55. (4) Drug 1: C1=NC(=NC(=O)N1C2C(C(C(O2)CO)O)O)N. Drug 2: CC1CCCC2(C(O2)CC(NC(=O)CC(C(C(=O)C(C1O)C)(C)C)O)C(=CC3=CSC(=N3)C)C)C. Cell line: NCI-H522. Synergy scores: CSS=53.7, Synergy_ZIP=-2.53, Synergy_Bliss=-2.24, Synergy_Loewe=-11.4, Synergy_HSA=-0.923. (5) Drug 1: C1CCN(CC1)CCOC2=CC=C(C=C2)C(=O)C3=C(SC4=C3C=CC(=C4)O)C5=CC=C(C=C5)O. Drug 2: CS(=O)(=O)C1=CC(=C(C=C1)C(=O)NC2=CC(=C(C=C2)Cl)C3=CC=CC=N3)Cl. Cell line: SK-MEL-2. Synergy scores: CSS=-6.88, Synergy_ZIP=4.40, Synergy_Bliss=4.70, Synergy_Loewe=-0.882, Synergy_HSA=-0.960.